Dataset: NCI-60 drug combinations with 297,098 pairs across 59 cell lines. Task: Regression. Given two drug SMILES strings and cell line genomic features, predict the synergy score measuring deviation from expected non-interaction effect. (1) Drug 1: C1CN(P(=O)(OC1)NCCCl)CCCl. Drug 2: CC1C(C(CC(O1)OC2CC(CC3=C2C(=C4C(=C3O)C(=O)C5=CC=CC=C5C4=O)O)(C(=O)C)O)N)O. Cell line: T-47D. Synergy scores: CSS=34.6, Synergy_ZIP=2.40, Synergy_Bliss=1.48, Synergy_Loewe=-40.7, Synergy_HSA=1.38. (2) Drug 1: C1CCN(CC1)CCOC2=CC=C(C=C2)C(=O)C3=C(SC4=C3C=CC(=C4)O)C5=CC=C(C=C5)O. Drug 2: CC12CCC3C(C1CCC2OP(=O)(O)O)CCC4=C3C=CC(=C4)OC(=O)N(CCCl)CCCl.[Na+]. Cell line: MALME-3M. Synergy scores: CSS=-4.44, Synergy_ZIP=0.595, Synergy_Bliss=-1.13, Synergy_Loewe=-6.24, Synergy_HSA=-4.29. (3) Drug 1: CN(CC1=CN=C2C(=N1)C(=NC(=N2)N)N)C3=CC=C(C=C3)C(=O)NC(CCC(=O)O)C(=O)O. Drug 2: C1CNP(=O)(OC1)N(CCCl)CCCl. Cell line: U251. Synergy scores: CSS=51.4, Synergy_ZIP=2.11, Synergy_Bliss=2.69, Synergy_Loewe=-16.2, Synergy_HSA=4.48. (4) Drug 1: C1=CC(=CC=C1CCC2=CNC3=C2C(=O)NC(=N3)N)C(=O)NC(CCC(=O)O)C(=O)O. Drug 2: CNC(=O)C1=NC=CC(=C1)OC2=CC=C(C=C2)NC(=O)NC3=CC(=C(C=C3)Cl)C(F)(F)F. Cell line: NCI-H460. Synergy scores: CSS=45.8, Synergy_ZIP=2.37, Synergy_Bliss=0.474, Synergy_Loewe=2.18, Synergy_HSA=2.81.